From a dataset of NCI-60 drug combinations with 297,098 pairs across 59 cell lines. Regression. Given two drug SMILES strings and cell line genomic features, predict the synergy score measuring deviation from expected non-interaction effect. Drug 1: CN(C)N=NC1=C(NC=N1)C(=O)N. Drug 2: CC1C(C(=O)NC(C(=O)N2CCCC2C(=O)N(CC(=O)N(C(C(=O)O1)C(C)C)C)C)C(C)C)NC(=O)C3=C4C(=C(C=C3)C)OC5=C(C(=O)C(=C(C5=N4)C(=O)NC6C(OC(=O)C(N(C(=O)CN(C(=O)C7CCCN7C(=O)C(NC6=O)C(C)C)C)C)C(C)C)C)N)C. Cell line: SF-539. Synergy scores: CSS=10.8, Synergy_ZIP=1.71, Synergy_Bliss=-0.216, Synergy_Loewe=0.500, Synergy_HSA=0.154.